From a dataset of Catalyst prediction with 721,799 reactions and 888 catalyst types from USPTO. Predict which catalyst facilitates the given reaction. (1) Reactant: O1[C:5]2([CH2:10][CH2:9][N:8]([C:11]3[CH:16]=[CH:15][C:14](/[CH:17]=[CH:18]/[C:19]([OH:21])=[O:20])=[CH:13][CH:12]=3)[CH2:7][CH2:6]2)OCC1.[NH2:22][CH2:23][C@@H:24]([C:26]1[CH:27]=[CH:28][C:29]([OH:37])=[C:30]([NH:32][S:33]([CH3:36])(=[O:35])=[O:34])[CH:31]=1)[OH:25]. Product: [OH:25][C@H:24]([C:26]1[CH:27]=[CH:28][C:29]([OH:37])=[C:30]([NH:32][S:33]([CH3:36])(=[O:35])=[O:34])[CH:31]=1)[CH2:23][NH:22][CH:5]1[CH2:6][CH2:7][N:8]([C:11]2[CH:12]=[CH:13][C:14]([CH2:17][CH2:18][C:19]([OH:21])=[O:20])=[CH:15][CH:16]=2)[CH2:9][CH2:10]1. The catalyst class is: 19. (2) Product: [C:1]([O:5][C:6]([N:8]1[C:12]2=[N:13][CH:14]=[C:15]([B:26]([OH:30])[OH:27])[CH:16]=[C:11]2[C:10]([NH:18][C:19]([O:21][C:22]([CH3:25])([CH3:24])[CH3:23])=[O:20])=[N:9]1)=[O:7])([CH3:4])([CH3:3])[CH3:2]. The catalyst class is: 140. Reactant: [C:1]([O:5][C:6]([N:8]1[C:12]2=[N:13][CH:14]=[C:15](Br)[CH:16]=[C:11]2[C:10]([NH:18][C:19]([O:21][C:22]([CH3:25])([CH3:24])[CH3:23])=[O:20])=[N:9]1)=[O:7])([CH3:4])([CH3:3])[CH3:2].[B:26]1(B2OC(C)(C)C(C)(C)O2)[O:30]C(C)(C)C(C)(C)[O:27]1.ClCCl.C([O-])(=O)C.[K+].O1CCOCC1.